Predict which catalyst facilitates the given reaction. From a dataset of Catalyst prediction with 721,799 reactions and 888 catalyst types from USPTO. (1) Reactant: [C:1]([C:5]1[CH:10]=[CH:9][C:8]([S:11]([CH:14]2[CH2:19][CH2:18][NH:17][CH2:16][CH2:15]2)(=[O:13])=[O:12])=[CH:7][CH:6]=1)([CH3:4])([CH3:3])[CH3:2].Cl[C:21]1[C:30]2[C:25](=[CH:26][CH:27]=[CH:28][CH:29]=2)[CH:24]=[CH:23][N:22]=1.CCN(C(C)C)C(C)C. Product: [C:1]([C:5]1[CH:6]=[CH:7][C:8]([S:11]([CH:14]2[CH2:15][CH2:16][N:17]([C:21]3[C:30]4[C:25](=[CH:26][CH:27]=[CH:28][CH:29]=4)[CH:24]=[CH:23][N:22]=3)[CH2:18][CH2:19]2)(=[O:13])=[O:12])=[CH:9][CH:10]=1)([CH3:4])([CH3:2])[CH3:3]. The catalyst class is: 12. (2) Reactant: [NH2:1][C:2]1[CH:7]=[C:6]([CH:8]([CH3:10])[CH3:9])[CH:5]=[CH:4][C:3]=1[CH2:11][CH2:12][NH:13][S:14]([C:17]1[CH:22]=[C:21]([C:23]#[N:24])[CH:20]=[CH:19][C:18]=1[O:25][CH3:26])(=[O:16])=[O:15].[C:27]([N:46]1[C:50]([CH2:51][C:52](O)=[O:53])=[N:49][N:48]=[N:47]1)([C:40]1[CH:45]=[CH:44][CH:43]=[CH:42][CH:41]=1)([C:34]1[CH:39]=[CH:38][CH:37]=[CH:36][CH:35]=1)[C:28]1[CH:33]=[CH:32][CH:31]=[CH:30][CH:29]=1.O.ON1C2C=CC=CC=2N=N1.Cl.CN(C)CCCN=C=NCC. Product: [C:23]([C:21]1[CH:20]=[CH:19][C:18]([O:25][CH3:26])=[C:17]([S:14]([NH:13][CH2:12][CH2:11][C:3]2[CH:4]=[CH:5][C:6]([CH:8]([CH3:10])[CH3:9])=[CH:7][C:2]=2[NH:1][C:52](=[O:53])[CH2:51][C:50]2[N:46]([C:27]([C:28]3[CH:33]=[CH:32][CH:31]=[CH:30][CH:29]=3)([C:34]3[CH:35]=[CH:36][CH:37]=[CH:38][CH:39]=3)[C:40]3[CH:45]=[CH:44][CH:43]=[CH:42][CH:41]=3)[N:47]=[N:48][N:49]=2)(=[O:16])=[O:15])[CH:22]=1)#[N:24]. The catalyst class is: 35. (3) Reactant: [NH2:1][C:2]1[CH:10]=[CH:9][CH:8]=[C:7]2[C:3]=1[C:4]1([C:24]3[C:15](=[CH:16][C:17]4[O:22][CH2:21][CH2:20][O:19][C:18]=4[CH:23]=3)[O:14][CH2:13]1)[C:5](=[O:12])[N:6]2[CH3:11].ClC([O:28][C:29](Cl)(Cl)Cl)=O.[CH2:33]([NH2:39])[CH2:34][CH2:35][CH2:36][CH2:37][CH3:38].C(N(CC)CC)C. Product: [CH2:33]([NH:39][C:29]([NH:1][C:2]1[CH:10]=[CH:9][CH:8]=[C:7]2[C:3]=1[C:4]1([C:24]3[C:15](=[CH:16][C:17]4[O:22][CH2:21][CH2:20][O:19][C:18]=4[CH:23]=3)[O:14][CH2:13]1)[C:5](=[O:12])[N:6]2[CH3:11])=[O:28])[CH2:34][CH2:35][CH2:36][CH2:37][CH3:38]. The catalyst class is: 12. (4) Product: [Cl:9][C:10]1[CH:11]=[CH:12][C:13]([O:34][CH2:38][C:37]2[CH:40]=[CH:41][C:42]([F:44])=[CH:43][C:36]=2[F:35])=[C:14]([C:16]2[N:17]([C:25]3[CH:26]=[C:27]([CH:31]=[CH:32][CH:33]=3)[C:28]([OH:30])=[O:29])[C:18]([C:21]([F:24])([F:22])[F:23])=[CH:19][CH:20]=2)[CH:15]=1. The catalyst class is: 5. Reactant: C(=O)([O-])[O-].[K+].[K+].[I-].[K+].[Cl:9][C:10]1[CH:11]=[CH:12][C:13]([OH:34])=[C:14]([C:16]2[N:17]([C:25]3[CH:26]=[C:27]([CH:31]=[CH:32][CH:33]=3)[C:28]([OH:30])=[O:29])[C:18]([C:21]([F:24])([F:23])[F:22])=[CH:19][CH:20]=2)[CH:15]=1.[F:35][C:36]1[CH:43]=[C:42]([F:44])[CH:41]=[CH:40][C:37]=1[CH2:38]Br.